This data is from Full USPTO retrosynthesis dataset with 1.9M reactions from patents (1976-2016). The task is: Predict the reactants needed to synthesize the given product. (1) Given the product [I:22][C:23]1[CH:28]=[CH:27][C:26]([N:29]2[C:44]([C:40]3[CH:39]=[N:38][CH:43]=[CH:42][CH:41]=3)=[N:45][C:31]([C:32]3[CH:37]=[CH:36][CH:35]=[CH:34][N:33]=3)=[N:30]2)=[CH:25][CH:24]=1, predict the reactants needed to synthesize it. The reactants are: [Br-].[Br-].[Br-].[NH+]1C=CC=CC=1.[NH+]1C=CC=CC=1.[NH+]1C=CC=CC=1.[I:22][C:23]1[CH:28]=[CH:27][C:26]([NH:29][N:30]=[CH:31][C:32]2[CH:37]=[CH:36][CH:35]=[CH:34][N:33]=2)=[CH:25][CH:24]=1.[N:38]1[CH:43]=[CH:42][CH:41]=[C:40]([CH2:44][NH2:45])[CH:39]=1.C(N(CC)CC)C.C(#N)C. (2) Given the product [CH3:32][O:31][N:30]([CH3:29])[C:17]([C:15]1[CH:14]=[CH:13][CH:12]=[C:11]([CH3:10])[N:16]=1)=[O:19], predict the reactants needed to synthesize it. The reactants are: CCN(C(C)C)C(C)C.[CH3:10][C:11]1[N:16]=[C:15]([C:17]([OH:19])=O)[CH:14]=[CH:13][CH:12]=1.ClC(OCC(C)C)=O.Cl.[CH3:29][NH:30][O:31][CH3:32].